The task is: Predict the reactants needed to synthesize the given product.. This data is from Full USPTO retrosynthesis dataset with 1.9M reactions from patents (1976-2016). The reactants are: Br[CH2:2][CH:3]1[O:8][C:7]2[CH:9]=[C:10]([S:13]([C:16]([F:19])([F:18])[F:17])(=[O:15])=[O:14])[CH:11]=[CH:12][C:6]=2[CH2:5][O:4]1.[NH:20]1[CH2:24][CH2:23][CH2:22][CH2:21]1.C(=O)([O-])[O-].[K+].[K+]. Given the product [F:17][C:16]([F:19])([F:18])[S:13]([C:10]1[CH:11]=[CH:12][C:6]2[CH2:5][O:4][CH:3]([CH2:2][N:20]3[CH2:24][CH2:23][CH2:22][CH2:21]3)[O:8][C:7]=2[CH:9]=1)(=[O:15])=[O:14], predict the reactants needed to synthesize it.